This data is from Reaction yield outcomes from USPTO patents with 853,638 reactions. The task is: Predict the reaction yield, written as a fraction of the theoretical maximum amount of product (1.0 means a 100% yield; for example, 0.34 means a 34% yield). (1) The reactants are [O:1]1[C:5]2[CH:6]=[CH:7][CH:8]=[CH:9][C:4]=2[N:3]=[C:2]1[S:10][CH2:11][CH2:12][N:13]1[CH2:18][CH2:17][N:16]([CH2:19][C:20]([NH:22][C:23]2[C:24]([O:36][CH2:37][CH2:38][O:39][CH3:40])=[N:25][C:26]([CH3:35])=[CH:27][C:28]=2[O:29][CH2:30][C:31]([F:34])([F:33])[F:32])=[O:21])[CH2:15][CH2:14]1.[ClH:41].N1C=CC=CC=1. The catalyst is C(O)C. The product is [ClH:41].[O:1]1[C:5]2[CH:6]=[CH:7][CH:8]=[CH:9][C:4]=2[N:3]=[C:2]1[S:10][CH2:11][CH2:12][N:13]1[CH2:18][CH2:17][N:16]([CH2:19][C:20]([NH:22][C:23]2[C:24]([O:36][CH2:37][CH2:38][O:39][CH3:40])=[N:25][C:26]([CH3:35])=[CH:27][C:28]=2[O:29][CH2:30][C:31]([F:32])([F:33])[F:34])=[O:21])[CH2:15][CH2:14]1. The yield is 0.252. (2) The reactants are [NH:1]1[C:9]2[C:4](=[CH:5][C:6]([NH:10][C:11](=[O:17])[O:12][C:13]([CH3:16])([CH3:15])[CH3:14])=[CH:7][CH:8]=2)[CH:3]=[N:2]1.C([O-])([O-])=O.[K+].[K+].[I:24]I.OS([O-])=O.[Na+]. The catalyst is O.CN(C=O)C. The product is [I:24][C:3]1[C:4]2[C:9](=[CH:8][CH:7]=[C:6]([NH:10][C:11](=[O:17])[O:12][C:13]([CH3:14])([CH3:16])[CH3:15])[CH:5]=2)[NH:1][N:2]=1. The yield is 0.780.